Dataset: Reaction yield outcomes from USPTO patents with 853,638 reactions. Task: Predict the reaction yield, written as a fraction of the theoretical maximum amount of product (1.0 means a 100% yield; for example, 0.34 means a 34% yield). (1) The reactants are [CH3:1][C:2]1([CH3:27])[O:6][C@@H:5]([C@H:7]([CH2:22][CH:23]([CH3:25])[CH3:24])[C:8]([O:10]C2C(F)=C(F)C(F)=C(F)C=2F)=O)[C:4](=[O:26])[O:3]1.ONC(=O)[C@@H](O)[C@@H](C(N1CCN(C2C=CC=CN=2)CC1)=O)CC(C)C.[C:53]1([C:59]2[N:63]=[C:62]([N:64]3[CH2:69][CH2:68][NH:67][CH2:66][CH2:65]3)[S:61][N:60]=2)[CH:58]=[CH:57][CH:56]=[CH:55][CH:54]=1.Cl. The catalyst is CN(C=O)C. The product is [CH3:27][C:2]1([CH3:1])[O:3][C:4](=[O:26])[C@H:5]([C@@H:7]([C:8]([N:67]2[CH2:68][CH2:69][N:64]([C:62]3[S:61][N:60]=[C:59]([C:53]4[CH:58]=[CH:57][CH:56]=[CH:55][CH:54]=4)[N:63]=3)[CH2:65][CH2:66]2)=[O:10])[CH2:22][CH:23]([CH3:24])[CH3:25])[O:6]1. The yield is 0.0580. (2) The reactants are [CH3:1][O:2][C:3]([C:5]1([C:12]#[N:13])[CH2:7][CH:6]1[CH2:8][CH:9]([CH3:11])[CH3:10])=[O:4].[BH4-].[Na+].[C:16]([O:20][C:21](O[C:21]([O:20][C:16]([CH3:19])([CH3:18])[CH3:17])=[O:22])=[O:22])([CH3:19])([CH3:18])[CH3:17]. The catalyst is CO.ClCCl. The product is [CH3:1][O:2][C:3]([C:5]1([CH2:12][NH:13][C:21]([O:20][C:16]([CH3:19])([CH3:18])[CH3:17])=[O:22])[CH2:7][CH:6]1[CH2:8][CH:9]([CH3:11])[CH3:10])=[O:4]. The yield is 0.780. (3) The reactants are C([O:3][C:4]([C:6]1[S:7][C:8]2[CH2:9][CH2:10][O:11][C:12]3[CH:19]=[C:18]([Br:20])[CH:17]=[CH:16][C:13]=3[C:14]=2[N:15]=1)=[O:5])C.CO.O.[OH-].[Na+]. The catalyst is C1COCC1. The product is [Br:20][C:18]1[CH:17]=[CH:16][C:13]2[C:14]3[N:15]=[C:6]([C:4]([OH:5])=[O:3])[S:7][C:8]=3[CH2:9][CH2:10][O:11][C:12]=2[CH:19]=1. The yield is 0.610. (4) The reactants are [F:1][C:2]1[CH:20]=[C:19]([N+:21]([O-:23])=[O:22])[CH:18]=[CH:17][C:3]=1[O:4][C:5]1[CH:10]=[CH:9][N:8]=[C:7]2[CH:11]=[C:12]([C:14](O)=[O:15])[S:13][C:6]=12.C(Cl)(=O)C([Cl:27])=O. The catalyst is C(Cl)Cl. The product is [F:1][C:2]1[CH:20]=[C:19]([N+:21]([O-:23])=[O:22])[CH:18]=[CH:17][C:3]=1[O:4][C:5]1[CH:10]=[CH:9][N:8]=[C:7]2[CH:11]=[C:12]([C:14]([Cl:27])=[O:15])[S:13][C:6]=12. The yield is 0.940. (5) The product is [C:10]([C:7]1[CH:6]=[C:4]([OH:5])[C:3]([OH:9])=[C:2]([CH3:1])[CH:8]=1)([CH3:13])([CH3:12])[CH3:11]. The catalyst is CCCCCCC. The reactants are [CH3:1][C:2]1[CH:8]=[CH:7][CH:6]=[C:4]([OH:5])[C:3]=1[OH:9].[C:10](O)([CH3:13])([CH3:12])[CH3:11].S(=O)(=O)(O)O. The yield is 0.840.